Dataset: Forward reaction prediction with 1.9M reactions from USPTO patents (1976-2016). Task: Predict the product of the given reaction. (1) Given the reactants [Cl:1][C:2]1[CH:3]=[CH:4][C:5]([O:29][CH2:30][CH:31]([CH3:33])[CH3:32])=[C:6]([CH2:8][N:9]2[C:13]([CH3:14])=[CH:12][C:11]([NH:15][C:16](=[O:28])[C:17]3[CH:22]=[CH:21][C:20]([C:23]4[CH2:24][CH2:25][CH2:26][N:27]=4)=[CH:19][CH:18]=3)=[N:10]2)[CH:7]=1.C(O)(=O)C.C(O[BH-](OC(=O)C)OC(=O)C)(=O)C.[Na+], predict the reaction product. The product is: [ClH:1].[Cl:1][C:2]1[CH:3]=[CH:4][C:5]([O:29][CH2:30][CH:31]([CH3:33])[CH3:32])=[C:6]([CH2:8][N:9]2[C:13]([CH3:14])=[CH:12][C:11]([NH:15][C:16](=[O:28])[C:17]3[CH:22]=[CH:21][C:20]([CH:23]4[CH2:24][CH2:25][CH2:26][NH:27]4)=[CH:19][CH:18]=3)=[N:10]2)[CH:7]=1. (2) Given the reactants Br[CH2:2][CH2:3][O:4][C:5]1[CH:10]=[CH:9][C:8]([C:11]2[N:15]=[C:14]([C:16]3[CH:21]=[CH:20][C:19]([O:22][CH:23]([CH3:25])[CH3:24])=[C:18]([Cl:26])[CH:17]=3)[O:13][N:12]=2)=[C:7]([CH2:27][CH3:28])[CH:6]=1.[CH3:29][NH2:30], predict the reaction product. The product is: [Cl:26][C:18]1[CH:17]=[C:16]([C:14]2[O:13][N:12]=[C:11]([C:8]3[CH:9]=[CH:10][C:5]([O:4][CH2:3][CH2:2][NH:30][CH3:29])=[CH:6][C:7]=3[CH2:27][CH3:28])[N:15]=2)[CH:21]=[CH:20][C:19]=1[O:22][CH:23]([CH3:25])[CH3:24]. (3) The product is: [CH3:10][Si:11]([CH3:26])([CH2:20][CH2:21][Si:22]([CH3:25])([CH3:24])[CH3:23])[CH2:12][CH2:13][CH2:14][O:15][CH2:16][CH:17]([OH:18])[CH2:19][N:4]1[CH2:5][CH2:6][N:1]([CH2:7][CH2:8][OH:9])[CH2:2][CH2:3]1. Given the reactants [N:1]1([CH2:7][CH2:8][OH:9])[CH2:6][CH2:5][NH:4][CH2:3][CH2:2]1.[CH3:10][Si:11]([CH3:26])([CH2:20][CH2:21][Si:22]([CH3:25])([CH3:24])[CH3:23])[CH2:12][CH2:13][CH2:14][O:15][CH2:16][CH:17]1[CH2:19][O:18]1, predict the reaction product.